From a dataset of Aqueous solubility values for 9,982 compounds from the AqSolDB database. Regression/Classification. Given a drug SMILES string, predict its absorption, distribution, metabolism, or excretion properties. Task type varies by dataset: regression for continuous measurements (e.g., permeability, clearance, half-life) or binary classification for categorical outcomes (e.g., BBB penetration, CYP inhibition). For this dataset (solubility_aqsoldb), we predict Y. The Y is -4.60 log mol/L. The drug is Clc1cc(Cl)cc(Cl)c1.